This data is from Full USPTO retrosynthesis dataset with 1.9M reactions from patents (1976-2016). The task is: Predict the reactants needed to synthesize the given product. (1) Given the product [Cl:37][C:25]1[C:26]([C:28]2[C:36]3[C:31](=[CH:32][CH:33]=[CH:34][CH:35]=3)[NH:30][CH:29]=2)=[N:27][C:22]([NH:21][C@@H:17]2[CH2:18][CH2:19][CH2:20][C@H:15]([N:7]([CH2:6][C:5]3[CH:38]=[CH:39][C:2]([NH:1][C:53](=[O:54])/[CH:52]=[CH:48]/[CH2:46][N:42]([CH3:41])[CH3:43])=[CH:3][CH:4]=3)[C:8](=[O:14])[O:9][C:10]([CH3:13])([CH3:12])[CH3:11])[CH2:16]2)=[N:23][CH:24]=1, predict the reactants needed to synthesize it. The reactants are: [NH2:1][C:2]1[CH:39]=[CH:38][C:5]([CH2:6][N:7]([C@H:15]2[CH2:20][CH2:19][CH2:18][C@@H:17]([NH:21][C:22]3[N:27]=[C:26]([C:28]4[C:36]5[C:31](=[CH:32][CH:33]=[CH:34][CH:35]=5)[NH:30][CH:29]=4)[C:25]([Cl:37])=[CH:24][N:23]=3)[CH2:16]2)[C:8](=[O:14])[O:9][C:10]([CH3:13])([CH3:12])[CH3:11])=[CH:4][CH:3]=1.C[CH2:41][N:42]([CH:46]([CH3:48])C)[CH:43](C)C.BrC/C=[CH:52]/[C:53](Cl)=[O:54].C(Cl)Cl.CNC.C1COCC1. (2) Given the product [Cl:1][C:2]1[N:3]=[C:4]([C:11]2[N:10]([CH3:9])[C:18]3[C:13]([CH:12]=2)=[CH:14][CH:15]=[CH:16][CH:17]=3)[CH:5]=[CH:6][CH:7]=1, predict the reactants needed to synthesize it. The reactants are: [Cl:1][C:2]1[CH:7]=[CH:6][CH:5]=[C:4](I)[N:3]=1.[CH3:9][N:10]1[C:18]2[C:13](=[CH:14][CH:15]=[CH:16][CH:17]=2)[CH:12]=[C:11]1B(O)O.C([O-])([O-])=O.[Na+].[Na+].O1CCOCC1. (3) Given the product [S:53]1[CH:57]=[N:56][N:55]=[C:54]1[C:58]1([NH:61][C:17]([C:16]2[C:11]3[CH:10]=[N:9][N:8]([C:5]4[CH:4]=[CH:3][C:2]([F:1])=[CH:7][CH:6]=4)[C:12]=3[CH:13]=[N:14][CH:15]=2)=[O:19])[CH2:60][CH2:59]1, predict the reactants needed to synthesize it. The reactants are: [F:1][C:2]1[CH:7]=[CH:6][C:5]([N:8]2[C:12]3[CH:13]=[N:14][CH:15]=[C:16]([C:17]([OH:19])=O)[C:11]=3[CH:10]=[N:9]2)=[CH:4][CH:3]=1.C(N(CC)C(C)C)(C)C.CN(C(ON1N=NC2C=CC=CC1=2)=[N+](C)C)C.F[P-](F)(F)(F)(F)F.[S:53]1[CH:57]=[N:56][N:55]=[C:54]1[C:58]1([NH2:61])[CH2:60][CH2:59]1.C(=O)(O)[O-].[Na+]. (4) Given the product [CH:35]1([C:32]2[CH:31]=[N:30][C:29]([N:23]3[CH2:22][CH2:21][C:20]4([CH2:19][C:18]5([O:17][C:14]6=[CH:15][N:16]=[C:11]([C:8]7[CH2:9][CH2:10][N:5]([S:2]([CH3:1])(=[O:4])=[O:3])[CH2:6][CH:7]=7)[CH:12]=[C:13]6[CH2:27]5)[CH2:26]4)[CH2:25][CH2:24]3)=[N:34][CH:33]=2)[CH2:37][CH2:36]1, predict the reactants needed to synthesize it. The reactants are: [CH3:1][S:2]([N:5]1[CH2:10][CH:9]=[C:8]([C:11]2[CH:12]=[C:13]3[CH2:27][C:18]4([CH2:26][C:20]5([CH2:25][CH2:24][NH:23][CH2:22][CH2:21]5)[CH2:19]4)[O:17][C:14]3=[CH:15][N:16]=2)[CH2:7][CH2:6]1)(=[O:4])=[O:3].Cl[C:29]1[N:34]=[CH:33][C:32]([CH:35]2[CH2:37][CH2:36]2)=[CH:31][N:30]=1. (5) Given the product [N+:14]([CH2:17][CH:1]1[O:11][B:9]([OH:10])[C:4]2[CH:5]=[CH:6][CH:7]=[CH:8][C:3]1=2)([O-:16])=[O:15], predict the reactants needed to synthesize it. The reactants are: [CH:1]([C:3]1[CH:8]=[CH:7][CH:6]=[CH:5][C:4]=1[B:9]([OH:11])[OH:10])=O.[OH-].[Na+].[N+:14]([CH3:17])([O-:16])=[O:15].Cl. (6) Given the product [CH3:1][O:2][C:3]1[C:8]([CH2:9][N:10]2[CH2:15][CH2:14][CH:13]([C:16]#[CH:17])[CH2:12][CH2:11]2)=[CH:7][CH:6]=[CH:5][N:4]=1, predict the reactants needed to synthesize it. The reactants are: [CH3:1][O:2][C:3]1[C:8]([CH2:9][N:10]2[CH2:15][CH2:14][CH:13]([CH:16]=[C:17](Br)Br)[CH2:12][CH2:11]2)=[CH:7][CH:6]=[CH:5][N:4]=1.CCCCCC.C([Li])CCC.[Cl-].[NH4+].